This data is from Catalyst prediction with 721,799 reactions and 888 catalyst types from USPTO. The task is: Predict which catalyst facilitates the given reaction. (1) Reactant: [CH2:1]([C:5]1([CH3:29])[C:14]2[C:9](=[CH:10][CH:11]=[CH:12][CH:13]=2)[C:8]([OH:15])=[C:7]([C:16]2[NH:21][C:20]3[CH:22]=[CH:23][CH:24]=[CH:25][C:19]=3[S:18](=[O:27])(=[O:26])[N:17]=2)[C:6]1=[O:28])[CH2:2][CH2:3][CH3:4].[OH-].[Na+:31]. Product: [CH2:1]([C:5]1([CH3:29])[C:14]2[C:9](=[CH:10][CH:11]=[CH:12][CH:13]=2)[C:8]([O-:15])=[C:7]([C:16]2[NH:21][C:20]3[CH:22]=[CH:23][CH:24]=[CH:25][C:19]=3[S:18](=[O:26])(=[O:27])[N:17]=2)[C:6]1=[O:28])[CH2:2][CH2:3][CH3:4].[Na+:31]. The catalyst class is: 6. (2) Reactant: [CH3:1][O:2][C:3]([CH:5]1[CH:9]([CH3:10])[O:8][C:7]([C:11]([CH3:14])([CH3:13])[CH3:12])=[N:6]1)=[O:4].C1CCN2C(=NCCC2)CC1.BrC(Cl)(Cl)Cl. Product: [CH3:1][O:2][C:3]([C:5]1[N:6]=[C:7]([C:11]([CH3:14])([CH3:13])[CH3:12])[O:8][C:9]=1[CH3:10])=[O:4]. The catalyst class is: 2. (3) Reactant: [CH2:1]([N:8]1[CH2:13][CH2:12][N:11](C(OC(C)(C)C)=O)[C@H:10]([CH2:21][N:22]([CH:34]([CH3:36])[CH3:35])[C:23](=[O:33])[CH2:24][CH2:25][C:26]([CH3:32])([CH3:31])[C:27]([O:29][CH3:30])=[O:28])[CH2:9]1)[C:2]1[CH:7]=[CH:6][CH:5]=[CH:4][CH:3]=1.C(O)(C(F)(F)F)=O.C(=O)([O-])O.[Na+].C(=O)([O-])[O-].[K+].[K+].[Cl-].[Na+]. Product: [CH2:1]([N:8]1[CH2:13][CH2:12][NH:11][C@H:10]([CH2:21][N:22]([CH:34]([CH3:36])[CH3:35])[C:23](=[O:33])[CH2:24][CH2:25][C:26]([CH3:31])([CH3:32])[C:27]([O:29][CH3:30])=[O:28])[CH2:9]1)[C:2]1[CH:7]=[CH:6][CH:5]=[CH:4][CH:3]=1. The catalyst class is: 4. (4) The catalyst class is: 8. Reactant: [F:1][C:2]([F:39])([F:38])[C:3]1[CH:33]=[C:32]([C:34]([F:37])([F:36])[F:35])[CH:31]=[CH:30][C:4]=1[CH2:5][N:6]1[CH2:11][CH2:10][CH:9](/[CH:12]=[C:13]2/[C:14]([NH:19][CH2:20][CH2:21][O:22][CH2:23][CH2:24][N:25]([CH2:28][CH3:29])[CH2:26][CH3:27])=[N:15][C:16](=[O:18])[S:17]/2)[CH2:8][CH2:7]1.[S:40]([C:44]1[CH:50]=[CH:49][C:47]([CH3:48])=[CH:46][CH:45]=1)([OH:43])(=[O:42])=[O:41]. Product: [S:40]([C:44]1[CH:50]=[CH:49][C:47]([CH3:48])=[CH:46][CH:45]=1)([OH:43])(=[O:42])=[O:41].[S:40]([C:44]1[CH:50]=[CH:49][C:47]([CH3:48])=[CH:46][CH:45]=1)([OH:43])(=[O:42])=[O:41].[F:39][C:2]([F:1])([F:38])[C:3]1[CH:33]=[C:32]([C:34]([F:36])([F:37])[F:35])[CH:31]=[CH:30][C:4]=1[CH2:5][N:6]1[CH2:11][CH2:10][CH:9](/[CH:12]=[C:13]2/[C:14]([NH:19][CH2:20][CH2:21][O:22][CH2:23][CH2:24][N:25]([CH2:26][CH3:27])[CH2:28][CH3:29])=[N:15][C:16](=[O:18])[S:17]/2)[CH2:8][CH2:7]1. (5) Reactant: [CH3:1][O:2][C:3](=[O:35])[CH:4]([NH:16][C:17](=[O:34])[CH:18]([NH:21][S:22]([C:25]1[CH:30]=[CH:29][CH:28]=[CH:27][C:26]=1[N+:31]([O-:33])=[O:32])(=[O:24])=[O:23])[CH2:19][CH3:20])[CH2:5][C:6]1[CH:15]=[CH:14][C:13]2[C:8](=[CH:9][CH:10]=[CH:11][CH:12]=2)[CH:7]=1.Br[CH2:37][CH2:38]Br.C(=O)([O-])[O-].[K+].[K+].OS([O-])(=O)=O.[K+]. Product: [CH3:1][O:2][C:3](=[O:35])[CH:4]([N:16]1[CH2:38][CH2:37][N:21]([S:22]([C:25]2[CH:30]=[CH:29][CH:28]=[CH:27][C:26]=2[N+:31]([O-:33])=[O:32])(=[O:24])=[O:23])[CH:18]([CH2:19][CH3:20])[C:17]1=[O:34])[CH2:5][C:6]1[CH:15]=[CH:14][C:13]2[C:8](=[CH:9][CH:10]=[CH:11][CH:12]=2)[CH:7]=1. The catalyst class is: 3. (6) The catalyst class is: 27. Reactant: C1(P(C2C=CC=CC=2)C2C=CC=CC=2)C=CC=CC=1.[C:20]([Br:24])(Br)(Br)Br.[CH:25]([C:28]1[CH:29]=[C:30]([CH:42]=[CH:43][C:44]=1[O:45][CH3:46])[O:31][C:32]1[C:39]([Cl:40])=[CH:38][C:35](CO)=[CH:34][C:33]=1[Cl:41])([CH3:27])[CH3:26]. Product: [Cl:40][C:39]1[CH:38]=[C:35]([CH:34]=[C:33]([Cl:41])[C:32]=1[O:31][C:30]1[CH:42]=[CH:43][C:44]([O:45][CH3:46])=[C:28]([CH:25]([CH3:26])[CH3:27])[CH:29]=1)[CH2:20][Br:24]. (7) Reactant: [Cl:1][C:2]1[N:11]=[CH:10][C:9]2[NH:8][CH2:7][C@@H:6]3[CH2:12][O:13][CH2:14][CH2:15][N:5]3[C:4]=2[N:3]=1.CC(C)([O-])C.[Na+].[Br:22][C:23]1[CH:32]=[CH:31][C:26]([C:27]([O:29][CH3:30])=[O:28])=[C:25]([CH2:33]Br)[CH:24]=1. Product: [Br:22][C:23]1[CH:32]=[CH:31][C:26]([C:27]([O:29][CH3:30])=[O:28])=[C:25]([CH2:33][N:8]2[CH2:7][C@@H:6]3[CH2:12][O:13][CH2:14][CH2:15][N:5]3[C:4]3[N:3]=[C:2]([Cl:1])[N:11]=[CH:10][C:9]2=3)[CH:24]=1. The catalyst class is: 16. (8) Reactant: [CH3:1][Si:2]([CH3:19])([CH3:18])[CH2:3][CH2:4][O:5][CH2:6][N:7]1[C:11]2[CH:12]=[CH:13][CH:14]=[CH:15][C:10]=2[N:9]=[C:8]1[CH2:16][OH:17]. Product: [CH3:1][Si:2]([CH3:19])([CH3:18])[CH2:3][CH2:4][O:5][CH2:6][N:7]1[C:11]2[CH:12]=[CH:13][CH:14]=[CH:15][C:10]=2[N:9]=[C:8]1[CH:16]=[O:17]. The catalyst class is: 177. (9) Reactant: [Br:1][C:2]1[CH:7]=[CH:6][C:5]([N:8]2[CH:12]=[C:11]([C:13](O)=[O:14])[N:10]=[C:9]2[C:16]2[CH:21]=[CH:20][C:19]([Cl:22])=[CH:18][C:17]=2[Cl:23])=[CH:4][CH:3]=1.C(N(C(C)C)CC)(C)C.CN(C(ON1[N:49]=[N:48][C:47]2[C:42]1=[CH:43][CH:44]=[CH:45]C=2)=[N+](C)C)C.F[P-](F)(F)(F)(F)F.NN1CCCCC1. Product: [Br:1][C:2]1[CH:7]=[CH:6][C:5]([N:8]2[CH:12]=[C:11]([C:13]([NH:49][N:48]3[CH2:45][CH2:44][CH2:43][CH2:42][CH2:47]3)=[O:14])[N:10]=[C:9]2[C:16]2[CH:21]=[CH:20][C:19]([Cl:22])=[CH:18][C:17]=2[Cl:23])=[CH:4][CH:3]=1. The catalyst class is: 10. (10) Reactant: [CH3:1][C:2]1[C:7]([CH3:8])=[CH:6][CH:5]=[CH:4][C:3]=1[C:9]1[CH:14]=[CH:13][CH:12]=[CH:11][C:10]=1[CH2:15][CH2:16][C:17](O)=[O:18].[CH:20]([NH:23][NH:24][C:25]([C:27]1[O:28][CH:29]=[CH:30][CH:31]=1)=[O:26])([CH3:22])[CH3:21].C(N(CC)CC)C.C1C=CC2N(O)N=NC=2C=1.CCN=C=NCCCN(C)C. Product: [CH3:1][C:2]1[C:7]([CH3:8])=[CH:6][CH:5]=[CH:4][C:3]=1[C:9]1[CH:14]=[CH:13][CH:12]=[CH:11][C:10]=1[CH2:15][CH2:16][C:17]([N:23]([CH:20]([CH3:22])[CH3:21])[NH:24][C:25]([C:27]1[O:28][CH:29]=[CH:30][CH:31]=1)=[O:26])=[O:18]. The catalyst class is: 3.